From a dataset of Catalyst prediction with 721,799 reactions and 888 catalyst types from USPTO. Predict which catalyst facilitates the given reaction. Reactant: [Cl:1][C:2]1[CH:3]=[C:4]([N:9]2[C:13](=[O:14])[C@@H:12]3[CH2:15][C@@H:16]([OH:18])[CH2:17][N:11]3[C:10]2=[O:19])[CH:5]=[C:6]([Cl:8])[CH:7]=1.CN(C1C=CC=CN=1)C.[C:29](O)(=[O:36])[C:30]1[CH:35]=[CH:34][CH:33]=[CH:32][CH:31]=1.C1CCC(N=C=NC2CCCCC2)CC1. Product: [C:29]([O:18][C@H:16]1[CH2:17][N:11]2[C:10](=[O:19])[N:9]([C:4]3[CH:5]=[C:6]([Cl:8])[CH:7]=[C:2]([Cl:1])[CH:3]=3)[C:13](=[O:14])[C@@H:12]2[CH2:15]1)(=[O:36])[C:30]1[CH:35]=[CH:34][CH:33]=[CH:32][CH:31]=1. The catalyst class is: 2.